From a dataset of Choline transporter screen with 302,306 compounds. Binary Classification. Given a drug SMILES string, predict its activity (active/inactive) in a high-throughput screening assay against a specified biological target. (1) The molecule is O=C(N1CCN(CC1)c1n(c2c(n1)cccc2)CC)/C=C\c1ccccc1. The result is 0 (inactive). (2) The drug is O=C(NCCCN1CCCCC1)c1cc2[nH]c(=O)n(CCCCC)c(=O)c2cc1. The result is 0 (inactive). (3) The compound is s1c(c(n(c1=S)C)N)C(=O)Nc1c(cccc1)C(OC)=O. The result is 0 (inactive). (4) The compound is Fc1cc(CC2(CCN(CC2)Cc2c3nccnc3ccc2)CO)ccc1. The result is 0 (inactive).